This data is from CYP1A2 inhibition data for predicting drug metabolism from PubChem BioAssay. The task is: Regression/Classification. Given a drug SMILES string, predict its absorption, distribution, metabolism, or excretion properties. Task type varies by dataset: regression for continuous measurements (e.g., permeability, clearance, half-life) or binary classification for categorical outcomes (e.g., BBB penetration, CYP inhibition). Dataset: cyp1a2_veith. (1) The drug is Cc1ccc(-n2nnnc2Sc2nc([N+](=O)[O-])nn2C)cc1C. The result is 1 (inhibitor). (2) The molecule is CC1CCN(c2ccc(S(=O)(=O)Nc3cc(C(=O)O)cc(C(=O)O)c3)cc2[N+](=O)[O-])CC1. The result is 0 (non-inhibitor). (3) The drug is COc1ccc(-c2cc(C(F)F)nc(-n3nc(C)cc3C)n2)cc1. The result is 1 (inhibitor).